Dataset: Forward reaction prediction with 1.9M reactions from USPTO patents (1976-2016). Task: Predict the product of the given reaction. Given the reactants [O:1]1[CH:5]=[CH:4][CH:3]=[CH:2]1.[C:6]([OH:10])(=[O:9])C=C.B.[CH2:12]1COC[CH2:13]1, predict the reaction product. The product is: [C@H:5]12[O:1][C@H:2]([CH:12]=[CH:13]1)[CH2:3][C@@H:4]2[C:6]([OH:10])=[O:9].